Dataset: TCR-epitope binding with 47,182 pairs between 192 epitopes and 23,139 TCRs. Task: Binary Classification. Given a T-cell receptor sequence (or CDR3 region) and an epitope sequence, predict whether binding occurs between them. (1) The epitope is LLWNGPMAV. The TCR CDR3 sequence is CASSLSSGTGDNEQFF. Result: 1 (the TCR binds to the epitope). (2) The epitope is LPRRSGAAGA. The TCR CDR3 sequence is CANCRWAPAPYEQYF. Result: 1 (the TCR binds to the epitope). (3) The epitope is KPLEFGATSAAL. The TCR CDR3 sequence is CASSLLAGGAEEQYF. Result: 1 (the TCR binds to the epitope). (4) The TCR CDR3 sequence is CSARDLGLAGGLTVDTQYF. Result: 0 (the TCR does not bind to the epitope). The epitope is MPASWVMRI. (5) The epitope is IPIQASLPF. The TCR CDR3 sequence is CASRDSYEQYF. Result: 0 (the TCR does not bind to the epitope). (6) The epitope is NLVPMVATV. The TCR CDR3 sequence is CASSFSFRMNSPLHF. Result: 1 (the TCR binds to the epitope). (7) The epitope is HTTDPSFLGRY. The TCR CDR3 sequence is CASRVAGETQFF. Result: 1 (the TCR binds to the epitope). (8) Result: 0 (the TCR does not bind to the epitope). The TCR CDR3 sequence is CSADRGRDTEAFF. The epitope is FSKQLQQSM. (9) The epitope is YFPLQSYGF. The TCR CDR3 sequence is CASSLIGLVDTGELFF. Result: 1 (the TCR binds to the epitope). (10) The epitope is RTLNAWVKV. The TCR CDR3 sequence is CASSEQSGANVLTF. Result: 0 (the TCR does not bind to the epitope).